From a dataset of Full USPTO retrosynthesis dataset with 1.9M reactions from patents (1976-2016). Predict the reactants needed to synthesize the given product. Given the product [CH3:16][O:15][C:11]1[CH:12]=[CH:13][CH:14]=[C:9]2[C:10]=1[C:17](=[O:23])[C:18](=[O:19])[NH:8]2, predict the reactants needed to synthesize it. The reactants are: C(OC([NH:8][C:9]1[CH:14]=[CH:13][CH:12]=[C:11]([O:15][CH3:16])[C:10]=1[C:17](=[O:23])[C:18](OCC)=[O:19])=O)(C)(C)C.OS(O)(=O)=O.